From a dataset of NCI-60 drug combinations with 297,098 pairs across 59 cell lines. Regression. Given two drug SMILES strings and cell line genomic features, predict the synergy score measuring deviation from expected non-interaction effect. (1) Drug 1: CC1=C(C=C(C=C1)NC2=NC=CC(=N2)N(C)C3=CC4=NN(C(=C4C=C3)C)C)S(=O)(=O)N.Cl. Drug 2: CC1=C(C=C(C=C1)C(=O)NC2=CC(=CC(=C2)C(F)(F)F)N3C=C(N=C3)C)NC4=NC=CC(=N4)C5=CN=CC=C5. Cell line: SNB-19. Synergy scores: CSS=-1.53, Synergy_ZIP=2.48, Synergy_Bliss=2.14, Synergy_Loewe=-0.364, Synergy_HSA=-0.807. (2) Drug 1: C1CCC(CC1)NC(=O)N(CCCl)N=O. Drug 2: C#CCC(CC1=CN=C2C(=N1)C(=NC(=N2)N)N)C3=CC=C(C=C3)C(=O)NC(CCC(=O)O)C(=O)O. Cell line: TK-10. Synergy scores: CSS=1.95, Synergy_ZIP=-1.81, Synergy_Bliss=-0.409, Synergy_Loewe=-1.44, Synergy_HSA=-1.46. (3) Drug 1: CC=C1C(=O)NC(C(=O)OC2CC(=O)NC(C(=O)NC(CSSCCC=C2)C(=O)N1)C(C)C)C(C)C. Drug 2: CC(C)CN1C=NC2=C1C3=CC=CC=C3N=C2N. Cell line: MOLT-4. Synergy scores: CSS=69.3, Synergy_ZIP=2.06, Synergy_Bliss=-3.76, Synergy_Loewe=-40.3, Synergy_HSA=-3.74. (4) Drug 1: CN(C)N=NC1=C(NC=N1)C(=O)N. Drug 2: CN(CCCl)CCCl.Cl. Cell line: SF-295. Synergy scores: CSS=-2.67, Synergy_ZIP=-4.71, Synergy_Bliss=-10.9, Synergy_Loewe=-10.0, Synergy_HSA=-10.1.